This data is from Full USPTO retrosynthesis dataset with 1.9M reactions from patents (1976-2016). The task is: Predict the reactants needed to synthesize the given product. (1) Given the product [Br:9][C:10]1[CH:11]=[C:12]2[C:17](=[CH:18][CH:19]=1)[N:16]=[C:15]([C:20]([NH2:21])=[O:2])[CH:14]=[CH:13]2, predict the reactants needed to synthesize it. The reactants are: C(=O)([O-])[O-:2].[K+].[K+].OO.[Br:9][C:10]1[CH:11]=[C:12]2[C:17](=[CH:18][CH:19]=1)[N:16]=[C:15]([C:20]#[N:21])[CH:14]=[CH:13]2. (2) Given the product [CH2:1]([O:8][C:9]1[CH:10]=[CH:11][C:12]([OH:39])=[C:13]([CH:15]2[C:23]3[C:18](=[CH:19][CH:20]=[CH:21][CH:22]=3)[N:17]([CH:24]([C:25]3[CH:26]=[CH:27][CH:28]=[CH:29][CH:30]=3)[C:31]3[CH:32]=[CH:33][CH:34]=[CH:35][CH:36]=3)[C:16]2=[O:37])[CH:14]=1)[C:2]1[CH:3]=[CH:4][CH:5]=[CH:6][CH:7]=1, predict the reactants needed to synthesize it. The reactants are: [CH2:1]([O:8][C:9]1[CH:10]=[CH:11][C:12]([OH:39])=[C:13]([C:15]2(O)[C:23]3[C:18](=[CH:19][CH:20]=[CH:21][CH:22]=3)[N:17]([CH:24]([C:31]3[CH:36]=[CH:35][CH:34]=[CH:33][CH:32]=3)[C:25]3[CH:30]=[CH:29][CH:28]=[CH:27][CH:26]=3)[C:16]2=[O:37])[CH:14]=1)[C:2]1[CH:7]=[CH:6][CH:5]=[CH:4][CH:3]=1.ClC1C=CC=C2C=1C(O)(C1C(O)=CC3OCCC=3C=1)C(=O)N2C(C1C=CC=CC=1)C1C=CC=CC=1.